Dataset: Peptide-MHC class II binding affinity with 134,281 pairs from IEDB. Task: Regression. Given a peptide amino acid sequence and an MHC pseudo amino acid sequence, predict their binding affinity value. This is MHC class II binding data. (1) The peptide sequence is RRGVRSLSNKIKQKT. The MHC is DRB1_0404 with pseudo-sequence DRB1_0404. The binding affinity (normalized) is 0.626. (2) The peptide sequence is IKEKGKDKWIELKES. The MHC is DRB1_0401 with pseudo-sequence DRB1_0401. The binding affinity (normalized) is 0.169.